From a dataset of Forward reaction prediction with 1.9M reactions from USPTO patents (1976-2016). Predict the product of the given reaction. (1) Given the reactants [Br:1][C:2]1[CH:3]=[C:4]([C:9](/[C:11](=[CH:17]/[NH:18][CH2:19][CH3:20])/[C:12]([O:14][CH2:15][CH3:16])=[O:13])=[O:10])[C:5](Cl)=[N:6][CH:7]=1.C(=O)([O-])[O-].[K+].[K+].C(N)C, predict the reaction product. The product is: [Br:1][C:2]1[CH:3]=[C:4]2[C:5](=[N:6][CH:7]=1)[N:18]([CH2:19][CH3:20])[CH:17]=[C:11]([C:12]([O:14][CH2:15][CH3:16])=[O:13])[C:9]2=[O:10]. (2) Given the reactants Br[C:2]1[CH:3]=[C:4]([NH:8][CH:9]2[CH2:14][CH2:13][CH:12]([NH:15][C:16]3[C:25]4[C:20](=[CH:21][C:22]([Cl:26])=[CH:23][CH:24]=4)[N:19]=[CH:18][CH:17]=3)[CH2:11][CH2:10]2)[CH:5]=[N:6][CH:7]=1.C[O-].[Na+].[C:30]1(B(O)O)[CH:35]=[CH:34][CH:33]=[CH:32][CH:31]=1, predict the reaction product. The product is: [Cl:26][C:22]1[CH:21]=[C:20]2[C:25]([C:16]([NH:15][CH:12]3[CH2:13][CH2:14][CH:9]([NH:8][C:4]4[CH:5]=[N:6][CH:7]=[C:2]([C:30]5[CH:35]=[CH:34][CH:33]=[CH:32][CH:31]=5)[CH:3]=4)[CH2:10][CH2:11]3)=[CH:17][CH:18]=[N:19]2)=[CH:24][CH:23]=1.